Dataset: Reaction yield outcomes from USPTO patents with 853,638 reactions. Task: Predict the reaction yield, written as a fraction of the theoretical maximum amount of product (1.0 means a 100% yield; for example, 0.34 means a 34% yield). The reactants are [N:1]12[CH2:8][CH2:7][C:4]([C:9]([C:16]3[S:17][CH:18]=[CH:19][CH:20]=3)([C:11]3[S:12][CH:13]=[CH:14][CH:15]=3)[OH:10])([CH2:5][CH2:6]1)[CH2:3][CH2:2]2.[C:21]1([O:27][CH2:28][CH2:29][CH2:30][Br:31])[CH:26]=[CH:25][CH:24]=[CH:23][CH:22]=1. The catalyst is C(Cl)(Cl)Cl. The product is [Br-:31].[OH:10][C:9]([C:16]1[S:17][CH:18]=[CH:19][CH:20]=1)([C:11]1[S:12][CH:13]=[CH:14][CH:15]=1)[C:4]12[CH2:5][CH2:6][N+:1]([CH2:30][CH2:29][CH2:28][O:27][C:21]3[CH:26]=[CH:25][CH:24]=[CH:23][CH:22]=3)([CH2:8][CH2:7]1)[CH2:2][CH2:3]2. The yield is 0.454.